Dataset: Peptide-MHC class I binding affinity with 185,985 pairs from IEDB/IMGT. Task: Regression. Given a peptide amino acid sequence and an MHC pseudo amino acid sequence, predict their binding affinity value. This is MHC class I binding data. (1) The peptide sequence is IMYDHLPGF. The MHC is HLA-A02:19 with pseudo-sequence HLA-A02:19. The binding affinity (normalized) is 0.0847. (2) The peptide sequence is GLAEKPNDY. The MHC is HLA-B08:03 with pseudo-sequence HLA-B08:03. The binding affinity (normalized) is 0.0847. (3) The peptide sequence is YQPESQRYI. The MHC is H-2-Db with pseudo-sequence H-2-Db. The binding affinity (normalized) is 0.251.